Dataset: Experimentally validated miRNA-target interactions with 360,000+ pairs, plus equal number of negative samples. Task: Binary Classification. Given a miRNA mature sequence and a target amino acid sequence, predict their likelihood of interaction. The miRNA is hsa-miR-548ap-5p with sequence AAAAGUAAUUGCGGUCUUU. The protein sequence of the target gene is MMNFEVSTTKQIGVGLTTFGFFFIFLGVLMFLDSALLAIGNLLFIVGITFIIGVQRTLVFFFEFRKLKGSILFFGGILVVLFGYPLFGMIAECWGFIVLFGGFLPGIVNLLRSIPGISTITYLPGIRQVLDRLAPESKYPV. Result: 0 (no interaction).